This data is from Forward reaction prediction with 1.9M reactions from USPTO patents (1976-2016). The task is: Predict the product of the given reaction. (1) Given the reactants C([O:3][C:4](=O)[N:5]([C:13]1[CH:18]=[C:17]([Br:19])[N:16]=[C:15]([NH2:20])[C:14]=1[N+:21]([O-])=O)[CH2:6][C:7]1[CH:12]=[CH:11][CH:10]=[CH:9][CH:8]=1)C, predict the reaction product. The product is: [NH2:20][C:15]1[C:14]2[NH:21][C:4](=[O:3])[N:5]([CH2:6][C:7]3[CH:12]=[CH:11][CH:10]=[CH:9][CH:8]=3)[C:13]=2[CH:18]=[C:17]([Br:19])[N:16]=1. (2) Given the reactants Br[C:2]1[CH:7]=[CH:6][C:5]([F:8])=[CH:4][N:3]=1.CC1(C)C(C)(C)OB([C:17]2[CH:18]=[C:19]3[C:24](=[CH:25][CH:26]=2)[CH:23]=[C:22]([S:27]([C:30]2[CH:35]=[CH:34][CH:33]=[CH:32][C:31]=2[C@@H:36]([OH:38])[CH3:37])(=[O:29])=[O:28])[CH:21]=[CH:20]3)O1.C1(C)C=CC=CC=1P(C1C=CC=CC=1C)C1C=CC=CC=1C.C(=O)([O-])[O-].[Na+].[Na+].CCCC(C)C, predict the reaction product. The product is: [F:8][C:5]1[CH:6]=[CH:7][C:2]([C:17]2[CH:18]=[C:19]3[C:24](=[CH:25][CH:26]=2)[CH:23]=[C:22]([S:27]([C:30]2[CH:35]=[CH:34][CH:33]=[CH:32][C:31]=2[C@@H:36]([OH:38])[CH3:37])(=[O:29])=[O:28])[CH:21]=[CH:20]3)=[N:3][CH:4]=1. (3) Given the reactants CN(C)C(SSC(=S)N(C)C)=S.Cl[C:14](Cl)(Cl)SN1C(=O)C2CCC=CC2C1=O.C(C1SC2C(=O)C3C(C(=O)C=2SC=1C#N)=CC=CC=3)#N.C1C=C(NC2N=C(Cl)N=C(Cl)N=2)C(Cl)=CC=1.ClC1C(C#N)=C(Cl)C(C#N)=C(Cl)C=1Cl.[CH3:79][C@@H:80]1[O:84][C@@H:83]([O:85][C@H]2[C@H](O)[C@@H](O)[C@H](NC(N)=N)[C@@H](O)[C@@H]2NC(N)=N)[C@H:82]([O:103][C@@H:104]2[O:109][C@@H](CO)[C@H](O)[C@@H](O)[C@@H:105]2NC)[C@@:81]1(O)C=O.C[C@H]1O[C@H](OC2[C@@H](O)[C@@H](O)C(O)[C@H](O)[C@H]2O)[C@@H](N)C[C@@H]1N=C(N)C(O)=O.Cl.C[C@@H]1C[C@@H]([C@H](O)CC2CC(=O)NC(=O)C2)C(=O)[C@@H](C)C1, predict the reaction product. The product is: [C:104]([O:103][C:82]1[O:85][CH:83]([CH3:14])[O:84][CH:80]([CH3:79])[CH:81]=1)(=[O:109])[CH3:105]. (4) Given the reactants [N:1]1([C:7]2[CH:12]=[CH:11][C:10]([NH:13][C:14]([C:16]3[C:17]([C:22]4[CH:27]=[CH:26][C:25]([C:28]([F:31])([F:30])[F:29])=[CH:24][CH:23]=4)=[CH:18][CH:19]=[CH:20][CH:21]=3)=[O:15])=[CH:9][CH:8]=2)[CH2:6][CH2:5][NH:4][CH2:3][CH2:2]1.CCN(CC)CC.[CH3:39][S:40](Cl)(=[O:42])=[O:41], predict the reaction product. The product is: [CH3:39][S:40]([N:4]1[CH2:5][CH2:6][N:1]([C:7]2[CH:8]=[CH:9][C:10]([NH:13][C:14]([C:16]3[C:17]([C:22]4[CH:27]=[CH:26][C:25]([C:28]([F:29])([F:31])[F:30])=[CH:24][CH:23]=4)=[CH:18][CH:19]=[CH:20][CH:21]=3)=[O:15])=[CH:11][CH:12]=2)[CH2:2][CH2:3]1)(=[O:42])=[O:41]. (5) Given the reactants [CH2:1]([O:5][CH2:6][CH2:7][CH2:8][CH2:9][CH2:10][N:11]1[CH2:16][CH2:15][C:14](=O)[CH2:13][CH2:12]1)[CH2:2][CH2:3][CH3:4].Cl.[NH2:19][OH:20], predict the reaction product. The product is: [CH2:1]([O:5][CH2:6][CH2:7][CH2:8][CH2:9][CH2:10][N:11]1[CH2:16][CH2:15][C:14](=[N:19][OH:20])[CH2:13][CH2:12]1)[CH2:2][CH2:3][CH3:4]. (6) Given the reactants [Cl:1][C:2]1[N:7]=[C:6]([NH:8][C:9]([CH3:13])([CH3:12])[CH2:10][OH:11])[CH:5]=[C:4]([Cl:14])[N:3]=1.C(N(CC)CC)C.[CH3:22][S:23](Cl)(=[O:25])=[O:24], predict the reaction product. The product is: [CH3:22][S:23]([O:11][CH2:10][C:9]([NH:8][C:6]1[CH:5]=[C:4]([Cl:14])[N:3]=[C:2]([Cl:1])[N:7]=1)([CH3:12])[CH3:13])(=[O:25])=[O:24].